Predict the product of the given reaction. From a dataset of Forward reaction prediction with 1.9M reactions from USPTO patents (1976-2016). (1) Given the reactants Cl[C:2]1[C:3]([CH3:9])=[N:4][CH:5]=[C:6]([CH3:8])[N:7]=1.[CH3:10][O:11][C:12]1[CH:17]=[C:16]([O:18][CH3:19])[CH:15]=[CH:14][C:13]=1B(O)O, predict the reaction product. The product is: [CH3:10][O:11][C:12]1[CH:17]=[C:16]([O:18][CH3:19])[CH:15]=[CH:14][C:13]=1[C:2]1[C:3]([CH3:9])=[N:4][CH:5]=[C:6]([CH3:8])[N:7]=1. (2) The product is: [S:17]([O:1][CH:2]([CH3:16])[CH2:3][O:4][CH:5]1[CH2:8][N:7]([C:9]([O:11][C:12]([CH3:15])([CH3:14])[CH3:13])=[O:10])[CH2:6]1)([C:20]1[CH:26]=[CH:25][C:23]([CH3:24])=[CH:22][CH:21]=1)(=[O:19])=[O:18]. Given the reactants [OH:1][CH:2]([CH3:16])[CH2:3][O:4][CH:5]1[CH2:8][N:7]([C:9]([O:11][C:12]([CH3:15])([CH3:14])[CH3:13])=[O:10])[CH2:6]1.[S:17](Cl)([C:20]1[CH:26]=[CH:25][C:23]([CH3:24])=[CH:22][CH:21]=1)(=[O:19])=[O:18], predict the reaction product. (3) The product is: [C:27]([O:26][C:25](=[O:31])[NH:24][CH:21]1[CH2:22][CH2:23][N:18]([CH2:14][C:11]2[CH:12]=[CH:13][N:9]([C:6]3[CH:5]=[CH:4][C:3]([C:2]([F:17])([F:16])[F:1])=[CH:8][N:7]=3)[CH:10]=2)[CH2:19][CH2:20]1)([CH3:30])([CH3:28])[CH3:29]. Given the reactants [F:1][C:2]([F:17])([F:16])[C:3]1[CH:4]=[CH:5][C:6]([N:9]2[CH:13]=[CH:12][C:11]([CH:14]=O)=[CH:10]2)=[N:7][CH:8]=1.[NH:18]1[CH2:23][CH2:22][CH:21]([NH:24][C:25](=[O:31])[O:26][C:27]([CH3:30])([CH3:29])[CH3:28])[CH2:20][CH2:19]1.C(O[BH-](OC(=O)C)OC(=O)C)(=O)C.[Na+].[NH4+].[Cl-], predict the reaction product. (4) Given the reactants N(C(OC(C)C)=O)=NC(OC(C)C)=O.[O:15]1[CH2:20][CH2:19][CH2:18][CH2:17][CH:16]1[O:21][C@H:22]1[CH2:27][CH2:26][C@H:25]([CH2:28][OH:29])[CH2:24][CH2:23]1.[CH3:30][C:31]1([CH3:45])[C:35]([CH3:37])([CH3:36])[O:34][B:33]([C:38]2[CH:43]=[CH:42][C:41](O)=[CH:40][CH:39]=2)[O:32]1.C1(P(C2C=CC=CC=2)C2C=CC=CC=2)C=CC=CC=1.C(N(CC)CC)C, predict the reaction product. The product is: [CH3:36][C:35]1([CH3:37])[C:31]([CH3:30])([CH3:45])[O:32][B:33]([C:38]2[CH:43]=[CH:42][C:41]([O:29][CH2:28][C@H:25]3[CH2:26][CH2:27][C@H:22]([O:21][CH:16]4[CH2:17][CH2:18][CH2:19][CH2:20][O:15]4)[CH2:23][CH2:24]3)=[CH:40][CH:39]=2)[O:34]1. (5) Given the reactants [F:1][C:2]([F:49])([F:48])[CH2:3][N:4]1[CH2:9][CH2:8][CH:7]([CH2:10][CH2:11][O:12][CH2:13][C:14]2[CH:19]=[CH:18][CH:17]=[CH:16][C:15]=2[C:20]2[CH:21]=[C:22]3[C:27](=[C:28]([O:30]COCC[Si](C)(C)C)[CH:29]=2)[N:26]=[CH:25][N:24](COCC[Si](C)(C)C)[C:23]3=[O:47])[CH2:6][CH2:5]1.[F:50][C:51]([F:56])([F:55])[C:52]([OH:54])=[O:53], predict the reaction product. The product is: [F:50][C:51]([F:56])([F:55])[C:52]([OH:54])=[O:53].[OH:30][C:28]1[CH:29]=[C:20]([C:15]2[CH:16]=[CH:17][CH:18]=[CH:19][C:14]=2[CH2:13][O:12][CH2:11][CH2:10][CH:7]2[CH2:8][CH2:9][N:4]([CH2:3][C:2]([F:49])([F:48])[F:1])[CH2:5][CH2:6]2)[CH:21]=[C:22]2[C:27]=1[N:26]=[CH:25][NH:24][C:23]2=[O:47]. (6) Given the reactants [F:1][C:2]([F:32])([F:31])[C:3]([NH:5][C:6]1[CH:11]=[CH:10][C:9]([CH2:12][C:13]2[CH:18]=[CH:17][N:16]=[C:15]3[N:19]([CH2:22][O:23][CH2:24][CH2:25][Si:26]([CH3:29])([CH3:28])[CH3:27])[CH:20]=[CH:21][C:14]=23)=[C:8]([F:30])[CH:7]=1)=[O:4].[Br:33]N1C(=O)CCC1=O, predict the reaction product. The product is: [Br:33][C:21]1[C:14]2[C:15](=[N:16][CH:17]=[CH:18][C:13]=2[CH2:12][C:9]2[CH:10]=[CH:11][C:6]([NH:5][C:3](=[O:4])[C:2]([F:1])([F:31])[F:32])=[CH:7][C:8]=2[F:30])[N:19]([CH2:22][O:23][CH2:24][CH2:25][Si:26]([CH3:27])([CH3:28])[CH3:29])[CH:20]=1. (7) Given the reactants C(C1C=CC([C:9]2[CH:14]=[CH:13][C:12](O)=[C:11]([C:16]3[NH:20][C:19]4[CH:21]=[CH:22][C:23]([C:25]#[N:26])=[CH:24][C:18]=4[N:17]=3)[CH:10]=2)=CC=1)#N.[CH2:27]([O:34][C:35]1[CH:40]=[C:39]([C:41]#[N:42])[CH:38]=[CH:37][C:36]=1C1C=CC(C=O)=CC=1)[C:28]1[CH:33]=[CH:32][CH:31]=[CH:30][CH:29]=1.C(C1C=CC(C2C=C(OC)C(O)=C(C3NC4C=CC(C#N)=CC=4N=3)C=2)=CC=1)#N.ONC(C1C=CC2NC(C3C(O)=C(C4C=CC(C(=N)NO)=CC=4)C=CC=3)=NC=2C=1)=N, predict the reaction product. The product is: [CH2:27]([O:34][C:35]1[CH:40]=[C:39]([C:41]#[N:42])[CH:38]=[CH:37][C:36]=1[C:14]1[CH:9]=[CH:10][C:11]([C:16]2[NH:20][C:19]3[CH:21]=[CH:22][C:23]([C:25]#[N:26])=[CH:24][C:18]=3[N:17]=2)=[CH:12][CH:13]=1)[C:28]1[CH:29]=[CH:30][CH:31]=[CH:32][CH:33]=1.